From a dataset of Catalyst prediction with 721,799 reactions and 888 catalyst types from USPTO. Predict which catalyst facilitates the given reaction. (1) Reactant: S([O:6][CH3:7])(OC)(=O)=O.NC1[C:10]([C:20](O)=[O:21])=[CH:11][C:12]2[C:17]([CH:18]=1)=[CH:16][CH:15]=[C:14]([Br:19])[CH:13]=2.C(=O)([O-])[O-].[K+].[K+].IC.[H-].[Na+].[CH3:33][N:34]([CH:36]=O)[CH3:35]. Product: [Br:19][C:14]1[CH:13]=[C:12]2[C:17]([CH:18]=[C:36]([N:34]([CH3:33])[CH3:35])[C:10]([C:20]([O:6][CH3:7])=[O:21])=[CH:11]2)=[CH:16][CH:15]=1. The catalyst class is: 95. (2) Reactant: C(O[C:4](=O)[NH:5][CH2:6][CH:7]([C:20]1[CH:25]=[CH:24][CH:23]=[CH:22][CH:21]=1)[CH:8]([OH:19])[C:9]1[C:18]2[C:13](=[CH:14][CH:15]=[CH:16][CH:17]=2)[CH:12]=[CH:11][CH:10]=1)C.[H-].[H-].[H-].[H-].[Li+].[Al+3]. Product: [CH3:4][NH:5][CH2:6][CH:7]([C:20]1[CH:25]=[CH:24][CH:23]=[CH:22][CH:21]=1)[CH:8]([C:9]1[C:18]2[C:13](=[CH:14][CH:15]=[CH:16][CH:17]=2)[CH:12]=[CH:11][CH:10]=1)[OH:19]. The catalyst class is: 1. (3) Reactant: [OH:1][CH:2]([C:15]1[CH:20]=[CH:19][C:18]([C:21](=[N:23][OH:24])[NH2:22])=[CH:17][CH:16]=1)[CH2:3][N:4]1[CH2:7][CH:6]([C:8]([O:10]C(C)(C)C)=[O:9])[CH2:5]1.CCN(C(C)C)C(C)C.[C:34]1([C:40]2[C:44]([C:45]([F:48])([F:47])[F:46])=[C:43]([C:49](F)=O)[O:42][N:41]=2)[CH:39]=[CH:38][CH:37]=[CH:36][CH:35]=1.CCCC[N+](CCCC)(CCCC)CCCC.[F-]. Product: [OH:1][CH:2]([C:15]1[CH:16]=[CH:17][C:18]([C:21]2[N:22]=[C:49]([C:43]3[O:42][N:41]=[C:40]([C:34]4[CH:39]=[CH:38][CH:37]=[CH:36][CH:35]=4)[C:44]=3[C:45]([F:48])([F:46])[F:47])[O:24][N:23]=2)=[CH:19][CH:20]=1)[CH2:3][N:4]1[CH2:5][CH:6]([C:8]([OH:10])=[O:9])[CH2:7]1. The catalyst class is: 115. (4) Reactant: [CH2:1]([NH:3][C:4]([C:6]1[CH:7]=[CH:8][C:9]([CH3:34])=[C:10]([C:12]2[CH:20]=[C:19]3[C:15]([C:16]([C:21]4[CH2:22][CH2:23][N:24](C(OC(C)(C)C)=O)[CH2:25][CH:26]=4)=[N:17][NH:18]3)=[CH:14][CH:13]=2)[CH:11]=1)=[O:5])[CH3:2].FC(F)(F)C(O)=O. Product: [CH2:1]([NH:3][C:4](=[O:5])[C:6]1[CH:7]=[CH:8][C:9]([CH3:34])=[C:10]([C:12]2[CH:20]=[C:19]3[C:15]([C:16]([C:21]4[CH2:22][CH2:23][NH:24][CH2:25][CH:26]=4)=[N:17][NH:18]3)=[CH:14][CH:13]=2)[CH:11]=1)[CH3:2]. The catalyst class is: 4. (5) Reactant: [NH2:1][C:2]1[CH:3]=[CH:4][C:5]2[N:10]([CH3:11])[C:9](=[O:12])[O:8][C:7]([CH3:14])([CH3:13])[C:6]=2[CH:15]=1.C(N(CC)CC)C.[Cl:23][C:24]1[C:29]([Cl:30])=[CH:28][CH:27]=[CH:26][C:25]=1[S:31](Cl)(=[O:33])=[O:32]. The catalyst class is: 2. Product: [Cl:23][C:24]1[C:29]([Cl:30])=[CH:28][CH:27]=[CH:26][C:25]=1[S:31]([NH:1][C:2]1[CH:3]=[CH:4][C:5]2[N:10]([CH3:11])[C:9](=[O:12])[O:8][C:7]([CH3:13])([CH3:14])[C:6]=2[CH:15]=1)(=[O:33])=[O:32]. (6) Reactant: Br[C:2]1[CH:3]=[CH:4][C:5]([F:27])=[C:6]([C@@]2(C(F)F)[C@H]3[C@H](C3)OC(NC(=O)C3C=CC=CC=3)=N2)[CH:7]=1.CC1(C)C2C=CC=C(P(C3C=CC=CC=3)C3C=CC=CC=3)C=2OC2C1=CC=CC=2P(C1C=CC=CC=1)C1C=CC=CC=1.[C:70](=[O:73])([O-])[O-].[Na+].[Na+].[CH3:76][O:77][CH2:78][C@@H:79]([NH2:81])[CH3:80]. Product: [F:27][C:5]1[CH:6]=[CH:7][C:2]([C:70]([NH:81][C@@H:79]([CH3:80])[CH2:78][O:77][CH3:76])=[O:73])=[CH:3][CH:4]=1. The catalyst class is: 487. (7) Reactant: [CH2:1]([O:3][C:4]([C:6]1[O:7][C:8]2[C:14]([CH3:15])=[CH:13][C:12]([C:16]([C:21]3[CH:26]=[CH:25][C:24]([O:27][CH2:28][C:29](=[O:34])[C:30]([CH3:33])([CH3:32])[CH3:31])=[C:23]([CH2:35]C)[CH:22]=3)([CH2:19][CH3:20])[CH2:17][CH3:18])=[CH:11][C:9]=2[CH:10]=1)=[O:5])[CH3:2].[BH4-].[Na+]. Product: [CH2:1]([O:3][C:4]([C:6]1[O:7][C:8]2[C:14]([CH3:15])=[CH:13][C:12]([C:16]([CH2:19][CH3:20])([C:21]3[CH:26]=[CH:25][C:24]([O:27][CH2:28][CH:29]([OH:34])[C:30]([CH3:32])([CH3:31])[CH3:33])=[C:23]([CH3:35])[CH:22]=3)[CH2:17][CH3:18])=[CH:11][C:9]=2[CH:10]=1)=[O:5])[CH3:2]. The catalyst class is: 1.